From a dataset of Forward reaction prediction with 1.9M reactions from USPTO patents (1976-2016). Predict the product of the given reaction. (1) Given the reactants [N+](C1C=C2C(CCCC2=O)=CC=1)([O-])=O.[N+:15]([C:18]1[CH:27]=[C:26]2[C:21]([CH2:22][CH2:23][CH2:24][CH:25]2[C:28]2[NH:29][CH2:30][CH2:31][N:32]=2)=[CH:20][CH:19]=1)([O-])=O, predict the reaction product. The product is: [NH:32]1[CH2:31][CH2:30][N:29]=[C:28]1[CH:25]1[C:26]2[CH:27]=[C:18]([NH2:15])[CH:19]=[CH:20][C:21]=2[CH2:22][CH2:23][CH2:24]1. (2) Given the reactants ClC1C=CC=C2C=1C(=O)N(C1C=C(C=CC=1)C(NCCC1CCN(C3C=CN=CC=3)CC1)=O)C2.N1C=CC(N2CCC3(CCNCC3)CC2)=CC=1.ClC1C=CC=C2C=1C(=O)N(C1C=C(C=CC=1)C(O)=O)C2.CO[C:74](=[O:84])[C:75]1[C:80]([Cl:81])=[CH:79][CH:78]=[CH:77][C:76]=1[CH2:82]Br.C[O:86][C:87]([C:89]1[S:90][C:91]([NH2:94])=[CH:92][CH:93]=1)=[O:88], predict the reaction product. The product is: [Cl:81][C:80]1[CH:79]=[CH:78][CH:77]=[C:76]2[C:75]=1[C:74](=[O:84])[N:94]([C:91]1[S:90][C:89]([C:87]([OH:88])=[O:86])=[CH:93][CH:92]=1)[CH2:82]2. (3) Given the reactants [S:1]1[CH:5]=[CH:4][N:3]=[C:2]1[C:6]1([C:12]2[CH:20]=[CH:19][C:15]([C:16]([OH:18])=O)=[CH:14][CH:13]=2)[CH2:11][CH2:10][O:9][CH2:8][CH2:7]1.C(OC(=O)[NH:27][C:28]1[CH:33]=[CH:32][C:31]([C:34]2[S:35][CH:36]=[CH:37][CH:38]=2)=[CH:30][C:29]=1[NH2:39])(C)(C)C.CN(C(ON1N=NC2C=CC=NC1=2)=[N+](C)C)C.F[P-](F)(F)(F)(F)F.CCN(C(C)C)C(C)C, predict the reaction product. The product is: [NH2:27][C:28]1[CH:33]=[CH:32][C:31]([C:34]2[S:35][CH:36]=[CH:37][CH:38]=2)=[CH:30][C:29]=1[NH:39][C:16](=[O:18])[C:15]1[CH:19]=[CH:20][C:12]([C:6]2([C:2]3[S:1][CH:5]=[CH:4][N:3]=3)[CH2:11][CH2:10][O:9][CH2:8][CH2:7]2)=[CH:13][CH:14]=1. (4) The product is: [CH3:39][C:28]1[N:27]([CH3:26])[C:31]([C:32]2[CH:33]=[C:34]([NH:35][C:12]([C:10]3[S:11][C:7]([C:1]4[CH:2]=[CH:3][CH:4]=[CH:5][CH:6]=4)=[CH:8][CH:9]=3)=[O:14])[CH:36]=[CH:37][CH:38]=2)=[CH:30][N:29]=1. Given the reactants [C:1]1([C:7]2[S:11][C:10]([C:12]([OH:14])=O)=[CH:9][CH:8]=2)[CH:6]=[CH:5][CH:4]=[CH:3][CH:2]=1.C(Cl)(=O)C(Cl)=O.CN(C)C=O.[CH3:26][N:27]1[C:31]([C:32]2[CH:33]=[C:34]([CH:36]=[CH:37][CH:38]=2)[NH2:35])=[CH:30][N:29]=[C:28]1[CH3:39], predict the reaction product. (5) Given the reactants [CH2:1]1[O:26][C:25]2[CH:24]=[CH:23][C:5]([CH2:6][NH:7][C:8]3[C:9]4[S:16][C:15]([C:17]5[CH:18]=[N:19][CH:20]=[CH:21][CH:22]=5)=[CH:14][C:10]=4[N:11]=[CH:12][N:13]=3)=[CH:4][C:3]=2[O:2]1.[CH3:27]I.[H-].[Na+], predict the reaction product. The product is: [CH2:1]1[O:26][C:25]2[CH:24]=[CH:23][C:5]([CH2:6][N:7]([CH3:27])[C:8]3[C:9]4[S:16][C:15]([C:17]5[CH:18]=[N:19][CH:20]=[CH:21][CH:22]=5)=[CH:14][C:10]=4[N:11]=[CH:12][N:13]=3)=[CH:4][C:3]=2[O:2]1. (6) Given the reactants Cl[C:2]1[C:3]([F:35])=[C:4]([CH:32]=[CH:33][N:34]=1)[C:5]([NH:7][C:8]1[C:13]([F:14])=[CH:12][CH:11]=[C:10]([N:15]([CH2:22][C:23]2[CH:28]=[CH:27][C:26]([O:29][CH3:30])=[CH:25][CH:24]=2)[S:16]([CH2:19][CH2:20][CH3:21])(=[O:18])=[O:17])[C:9]=1[Cl:31])=[O:6].[CH3:36][N:37](C=O)C, predict the reaction product. The product is: [Cl:31][C:9]1[C:10]([N:15]([CH2:22][C:23]2[CH:24]=[CH:25][C:26]([O:29][CH3:30])=[CH:27][CH:28]=2)[S:16]([CH2:19][CH2:20][CH3:21])(=[O:18])=[O:17])=[CH:11][CH:12]=[C:13]([F:14])[C:8]=1[NH:7][C:5](=[O:6])[C:4]1[CH:32]=[CH:33][N:34]=[C:2]([C:36]#[N:37])[C:3]=1[F:35]. (7) Given the reactants [N:1]1[C:6]([C:7]2[N:11]([C:12]3[CH:17]=[CH:16][CH:15]=[CH:14][CH:13]=3)[C:10]([C:18]3[CH:23]=[CH:22][CH:21]=[C:20](Br)[N:19]=3)=[N:9][N:8]=2)=[CH:5][CH:4]=[CH:3][C:2]=1[C:25]1[CH:30]=[CH:29][CH:28]=[CH:27][N:26]=1.[C:31]1(B(O)O)[C:40]2[C:35](=[CH:36][CH:37]=[CH:38][CH:39]=2)[CH:34]=[CH:33][CH:32]=1.C1(C)C=CC=CC=1.C(O)C.C(=O)([O-])[O-].[K+].[K+], predict the reaction product. The product is: [N:1]1[C:6]([C:7]2[N:11]([C:12]3[CH:17]=[CH:16][CH:15]=[CH:14][CH:13]=3)[C:10]([C:18]3[CH:23]=[CH:22][CH:21]=[C:20]([C:39]4[C:40]5[C:35](=[CH:34][CH:33]=[CH:32][CH:31]=5)[CH:36]=[CH:37][CH:38]=4)[N:19]=3)=[N:9][N:8]=2)=[CH:5][CH:4]=[CH:3][C:2]=1[C:25]1[CH:30]=[CH:29][CH:28]=[CH:27][N:26]=1. (8) Given the reactants [CH3:1][C:2]1[N:7]2[CH:8]=[C:9]([C:11]([O:13][CH2:14][CH3:15])=[O:12])[N:10]=[C:6]2[CH:5]=[CH:4][CH:3]=1.[Br:16]N1C(=O)CCC1=O, predict the reaction product. The product is: [Br:16][C:8]1[N:7]2[C:2]([CH3:1])=[CH:3][CH:4]=[CH:5][C:6]2=[N:10][C:9]=1[C:11]([O:13][CH2:14][CH3:15])=[O:12]. (9) Given the reactants [CH2:1]([O:3][C:4]([C:6]1[O:7][C:8]([N+]([O-])=O)=[CH:9][CH:10]=1)=[O:5])[CH3:2].[CH3:14][S:15](C)=O, predict the reaction product. The product is: [CH2:1]([O:3][C:4]([C:6]1[O:7][C:8]([S:15][CH3:14])=[CH:9][CH:10]=1)=[O:5])[CH3:2]. (10) Given the reactants [CH3:1][C:2]1[O:6][C:5]([C@H:7]([NH2:13])[C:8]2([CH3:12])[CH2:11][O:10][CH2:9]2)=[CH:4][CH:3]=1.[Cl:14][C:15]1[C:20]([C:21]([N:23]([CH3:25])[CH3:24])=[O:22])=[C:19]([OH:26])[C:18]([NH:27][C:28]2[C:31](=O)[C:30](=[O:33])[C:29]=2[O:34]CC)=[CH:17][CH:16]=1, predict the reaction product. The product is: [Cl:14][C:15]1[C:20]([C:21]([N:23]([CH3:25])[CH3:24])=[O:22])=[C:19]([OH:26])[C:18]([NH:27][C:28]2[C:29](=[O:34])[C:30](=[O:33])[C:31]=2[NH:13][C@@H:7]([C:5]2[O:6][C:2]([CH3:1])=[CH:3][CH:4]=2)[C:8]2([CH3:12])[CH2:9][O:10][CH2:11]2)=[CH:17][CH:16]=1.